This data is from Reaction yield outcomes from USPTO patents with 853,638 reactions. The task is: Predict the reaction yield, written as a fraction of the theoretical maximum amount of product (1.0 means a 100% yield; for example, 0.34 means a 34% yield). (1) The catalyst is COCCOC.O.C(OCC)(=O)C.C1C=CC([P]([Pd]([P](C2C=CC=CC=2)(C2C=CC=CC=2)C2C=CC=CC=2)([P](C2C=CC=CC=2)(C2C=CC=CC=2)C2C=CC=CC=2)[P](C2C=CC=CC=2)(C2C=CC=CC=2)C2C=CC=CC=2)(C2C=CC=CC=2)C2C=CC=CC=2)=CC=1. The yield is 0.150. The reactants are [C:1]([O:5][C:6]([N:8]1[CH2:12][CH2:11][CH2:10][CH:9]1[C:13]1[NH:17][C:16]2[CH:18]=[C:19](Br)[CH:20]=[CH:21][C:15]=2[N:14]=1)=[O:7])([CH3:4])([CH3:3])[CH3:2].[B:23]1([C:32]2[CH:37]=[CH:36][C:35]([C:38]3[CH:43]=[CH:42][C:41](B4OC(C)(C)C(C)(C)O4)=[CH:40][CH:39]=3)=[CH:34][CH:33]=2)[O:27][C:26]([CH3:29])([CH3:28])[C:25]([CH3:31])([CH3:30])[O:24]1.C(=O)([O-])[O-].[K+].[K+]. The product is [C:1]([O:5][C:6]([N:8]1[CH2:12][CH2:11][CH2:10][CH:9]1[C:13]1[NH:17][C:16]2[CH:18]=[C:19]([C:41]3[CH:42]=[CH:43][C:38]([C:35]4[CH:36]=[CH:37][C:32]([B:23]5[O:27][C:26]([CH3:29])([CH3:28])[C:25]([CH3:31])([CH3:30])[O:24]5)=[CH:33][CH:34]=4)=[CH:39][CH:40]=3)[CH:20]=[CH:21][C:15]=2[N:14]=1)=[O:7])([CH3:4])([CH3:3])[CH3:2]. (2) The reactants are [CH3:1][C:2]1[O:6][N:5]=[C:4]([C:7]2[CH:12]=[CH:11][CH:10]=[CH:9][CH:8]=2)[C:3]=1[CH2:13][OH:14].[CH2:15]([O:17][C:18]([C:20]1[CH:25]=[CH:24][C:23](O)=[CH:22][N:21]=1)=[O:19])[CH3:16].C1(P(C2C=CC=CC=2)C2C=CC=CC=2)C=CC=CC=1.N(C(OCC)=O)=NC(OCC)=O. The catalyst is C1COCC1. The product is [CH2:15]([O:17][C:18]([C:20]1[CH:25]=[CH:24][C:23]([O:14][CH2:13][C:3]2[C:4]([C:7]3[CH:12]=[CH:11][CH:10]=[CH:9][CH:8]=3)=[N:5][O:6][C:2]=2[CH3:1])=[CH:22][N:21]=1)=[O:19])[CH3:16]. The yield is 0.310. (3) The reactants are [CH:1]1([O:4][C:5]2[CH:10]=[CH:9][CH:8]=[C:7](Br)[CH:6]=2)[CH2:3][CH2:2]1.[B:12]1([B:12]2[O:16][C:15]([CH3:18])([CH3:17])[C:14]([CH3:20])([CH3:19])[O:13]2)[O:16][C:15]([CH3:18])([CH3:17])[C:14]([CH3:20])([CH3:19])[O:13]1.C([O-])(=O)C.[K+]. The catalyst is O1CCOCC1.C1C=CC(P(C2C=CC=CC=2)[C-]2C=CC=C2)=CC=1.C1C=CC(P(C2C=CC=CC=2)[C-]2C=CC=C2)=CC=1.Cl[Pd]Cl.[Fe+2]. The product is [CH:1]1([O:4][C:5]2[CH:6]=[C:7]([B:12]3[O:16][C:15]([CH3:18])([CH3:17])[C:14]([CH3:20])([CH3:19])[O:13]3)[CH:8]=[CH:9][CH:10]=2)[CH2:3][CH2:2]1. The yield is 0.410. (4) The reactants are [NH:1]1[C:9]2[C:4](=[CH:5][CH:6]=[CH:7][CH:8]=2)[CH:3]=[C:2]1[C:10]([CH3:17])([CH3:16])[C:11]([O:13][CH2:14][CH3:15])=[O:12].[N+:18]([O-])([O-:20])=[O:19].[Na+]. The catalyst is S(=O)(=O)(O)O. The product is [CH3:17][C:10]([C:2]1[NH:1][C:9]2[C:4]([CH:3]=1)=[CH:5][C:6]([N+:18]([O-:20])=[O:19])=[CH:7][CH:8]=2)([CH3:16])[C:11]([O:13][CH2:14][CH3:15])=[O:12]. The yield is 0.570. (5) The reactants are Cl[C:2]1(Cl)[CH:6]2[N:7]([C:10]([O:12][CH2:13][C:14]3[CH:19]=[CH:18][CH:17]=[CH:16][CH:15]=3)=[O:11])[CH2:8][CH2:9][CH:5]2[CH2:4][C:3]1=[O:20].[Cl-].[NH4+]. The catalyst is CO.[Zn]. The product is [O:20]=[C:3]1[CH2:2][CH:6]2[N:7]([C:10]([O:12][CH2:13][C:14]3[CH:19]=[CH:18][CH:17]=[CH:16][CH:15]=3)=[O:11])[CH2:8][CH2:9][CH:5]2[CH2:4]1. The yield is 0.840. (6) The reactants are [Cl:1][C:2]1[CH:3]=[C:4]([CH:9]2[C:17]3[C:12](=[CH:13][CH:14]=[CH:15][CH:16]=3)[C:11](=[N:18]O)[CH2:10]2)[CH:5]=[C:6]([Cl:8])[CH:7]=1. The catalyst is CO.[Ni]. The product is [Cl:1][C:2]1[CH:3]=[C:4]([CH:9]2[C:17]3[C:12](=[CH:13][CH:14]=[CH:15][CH:16]=3)[CH:11]([NH2:18])[CH2:10]2)[CH:5]=[C:6]([Cl:8])[CH:7]=1. The yield is 0.550. (7) The reactants are [CH3:1][C:2]1[N:3]=[C:4]([NH2:7])[S:5][CH:6]=1.[CH3:8][O:9][CH2:10][CH2:11][Br:12]. No catalyst specified. The product is [BrH:12].[CH3:8][O:9][CH2:10][CH2:11][N:3]1[C:2]([CH3:1])=[CH:6][S:5][C:4]1=[NH:7]. The yield is 0.340.